Dataset: Full USPTO retrosynthesis dataset with 1.9M reactions from patents (1976-2016). Task: Predict the reactants needed to synthesize the given product. (1) Given the product [CH3:21][C:22]1([NH:26][C:12]([C:10]2[CH:9]=[CH:8][C:7]([N:15]3[CH2:18][C:17]([F:20])([F:19])[CH2:16]3)=[C:6]([O:5][CH2:4][CH:1]3[CH2:2][CH2:3]3)[N:11]=2)=[O:14])[CH2:25][O:24][CH2:23]1, predict the reactants needed to synthesize it. The reactants are: [CH:1]1([CH2:4][O:5][C:6]2[N:11]=[C:10]([C:12]([OH:14])=O)[CH:9]=[CH:8][C:7]=2[N:15]2[CH2:18][C:17]([F:20])([F:19])[CH2:16]2)[CH2:3][CH2:2]1.[CH3:21][C:22]1([NH2:26])[CH2:25][O:24][CH2:23]1. (2) Given the product [CH:1]([C@:4]1([C:10]([N:12]2[CH2:17][CH2:16][N:15]([C:18]3[CH:23]=[C:22]([C:24]([F:27])([F:26])[F:25])[CH:21]=[CH:20][N:19]=3)[CH2:14][CH2:13]2)=[O:11])[CH2:5][CH2:6][C:7](=[O:34])[CH2:8]1)([CH3:3])[CH3:2], predict the reactants needed to synthesize it. The reactants are: [CH:1]([C@@:4]1([C:10]([N:12]2[CH2:17][CH2:16][N:15]([C:18]3[CH:23]=[C:22]([C:24]([F:27])([F:26])[F:25])[CH:21]=[CH:20][N:19]=3)[CH2:14][CH2:13]2)=[O:11])[CH2:8][C@H:7](N)[CH:6]=[CH:5]1)([CH3:3])[CH3:2].C1(=O)C=CC=CC1=[O:34].Cl.[OH-].[Na+]. (3) Given the product [CH2:21]([O:23][C:24](=[O:33])[CH2:25][C:26]1[CH:31]=[CH:30][CH:29]=[C:28]([CH:32]=[O:7])[CH:27]=1)[CH3:22], predict the reactants needed to synthesize it. The reactants are: BrN1C(=[O:7])CCC1=O.N(C(C)(C)C#N)=NC(C)(C)C#N.[CH2:21]([O:23][C:24](=[O:33])[CH2:25][C:26]1[CH:31]=[CH:30][CH:29]=[C:28]([CH3:32])[CH:27]=1)[CH3:22]. (4) Given the product [CH2:16]([N:14]1[CH:15]=[C:11]([C:8]2[CH:9]=[C:10]3[C:5](=[CH:6][CH:7]=2)[NH:4][N:3]=[C:2]3[NH:1][C:31]([NH:30][CH2:33][CH2:34][CH3:35])=[O:32])[N:12]=[N:13]1)[C:17]1[CH:18]=[CH:19][CH:20]=[CH:21][CH:22]=1, predict the reactants needed to synthesize it. The reactants are: [NH2:1][C:2]1[C:10]2[C:5](=[CH:6][CH:7]=[C:8]([C:11]3[N:12]=[N:13][N:14]([CH2:16][C:17]4[CH:22]=[CH:21][CH:20]=[CH:19][CH:18]=4)[CH:15]=3)[CH:9]=2)[N:4](C(OC(C)(C)C)=O)[N:3]=1.[N:30]([CH2:33][CH2:34][CH3:35])=[C:31]=[O:32].[N-]=C=O.O. (5) Given the product [OH:27][CH2:26][C:25]1[CH:30]=[CH:31][C:22]([CH2:21][C@H:20]([NH:8][CH2:9][C@H:10]([OH:19])[CH2:11][O:12][C:13]2[CH:14]=[CH:15][CH:16]=[CH:17][CH:18]=2)[CH2:32][OH:33])=[CH:23][CH:24]=1, predict the reactants needed to synthesize it. The reactants are: C([N:8]([C@H:20]([CH2:32][OH:33])[CH2:21][C:22]1[CH:31]=[CH:30][C:25]([C:26](OC)=[O:27])=[CH:24][CH:23]=1)[CH2:9][C@H:10]([OH:19])[CH2:11][O:12][C:13]1[CH:18]=[CH:17][CH:16]=[CH:15][CH:14]=1)C1C=CC=CC=1.[H-].[Al+3].[Li+].[H-].[H-].[H-].O. (6) Given the product [N:1]1([C:10]2[C:19]3[C:14](=[CH:15][CH:16]=[C:17]([C:29]4[CH:30]=[C:31]5[CH:37]=[CH:36][N:35]([Si:38]([CH:42]([CH3:44])[CH3:43])([CH:45]([CH3:47])[CH3:46])[CH:39]([CH3:40])[CH3:41])[C:32]5=[N:33][CH:34]=4)[CH:18]=3)[N:13]=[CH:12][N:11]=2)[C:9]2[C:4](=[CH:5][CH:6]=[CH:7][CH:8]=2)[CH2:3][CH2:2]1, predict the reactants needed to synthesize it. The reactants are: [N:1]1([C:10]2[C:19]3[C:14](=[CH:15][CH:16]=[C:17](I)[CH:18]=3)[N:13]=[CH:12][N:11]=2)[C:9]2[C:4](=[CH:5][CH:6]=[CH:7][CH:8]=2)[CH2:3][CH2:2]1.CC1(C)C(C)(C)OB([C:29]2[CH:30]=[C:31]3[CH:37]=[CH:36][N:35]([Si:38]([CH:45]([CH3:47])[CH3:46])([CH:42]([CH3:44])[CH3:43])[CH:39]([CH3:41])[CH3:40])[C:32]3=[N:33][CH:34]=2)O1.C(=O)([O-])O.[Na+]. (7) Given the product [CH2:1]([O:3][C:4]([C:6]([CH3:35])([O:8][C:9]1[CH:14]=[CH:13][C:12]([CH2:15][CH2:16][CH2:17][C:18]([NH:20][N:21]([CH2:28][C:29]2[CH:30]=[CH:31][CH:32]=[CH:33][CH:34]=2)[C:22]([NH:24][CH2:25][CH2:26][CH3:27])=[O:23])=[O:19])=[CH:11][CH:10]=1)[CH3:7])=[O:5])[CH3:2], predict the reactants needed to synthesize it. The reactants are: [CH2:1]([O:3][C:4]([C:6]([CH3:35])([O:8][C:9]1[CH:14]=[CH:13][C:12]([CH2:15][CH2:16][CH2:17][C:18]([NH:20][N:21]([CH2:28][C:29]2[CH:34]=[CH:33][CH:32]=[CH:31][CH:30]=2)[C:22]([NH:24][CH2:25][CH2:26][CH3:27])=[O:23])=[O:19])=[CH:11][CH:10]=1)[CH3:7])=[O:5])[CH3:2].C(OC(=O)C(OC1C=CC(CCCC2N(CCC)C(=O)N(CC3C=CC=CC=3)N=2)=CC=1)(C)C)C.C12(CS(O)(=O)=O)C(C)(C)C(CC1)CC2=O.